Regression. Given a peptide amino acid sequence and an MHC pseudo amino acid sequence, predict their binding affinity value. This is MHC class II binding data. From a dataset of Peptide-MHC class II binding affinity with 134,281 pairs from IEDB. (1) The peptide sequence is LEAAVKQAYAATIAA. The MHC is HLA-DPA10201-DPB10501 with pseudo-sequence HLA-DPA10201-DPB10501. The binding affinity (normalized) is 0.372. (2) The peptide sequence is HMAKEDLVANQPNLK. The MHC is DRB1_1201 with pseudo-sequence DRB1_1201. The binding affinity (normalized) is 0. (3) The peptide sequence is KFDSQLAHRHMARELH. The MHC is DRB1_0301 with pseudo-sequence DRB1_0301. The binding affinity (normalized) is 0.122. (4) The peptide sequence is TVAAAPQVKYAVFEA. The MHC is HLA-DPA10103-DPB10401 with pseudo-sequence HLA-DPA10103-DPB10401. The binding affinity (normalized) is 0.415. (5) The peptide sequence is DTAGWDTRITEADLD. The MHC is DRB1_0701 with pseudo-sequence DRB1_0701. The binding affinity (normalized) is 0. (6) The peptide sequence is GWIISNIFGAIPVLG. The MHC is DRB3_0202 with pseudo-sequence DRB3_0202. The binding affinity (normalized) is 0.540.